This data is from Catalyst prediction with 721,799 reactions and 888 catalyst types from USPTO. The task is: Predict which catalyst facilitates the given reaction. Reactant: [Cl:1][C:2]1[CH:3]=[CH:4][C:5]([O:15][CH2:16][C:17]2[C:22]([F:23])=[CH:21][CH:20]=[CH:19][C:18]=2[F:24])=[C:6]([C:8](=O)[CH2:9][CH2:10][C:11](=O)[CH3:12])[CH:7]=1.[NH2:25][C:26]1[CH:27]=[C:28]([C:32]([F:35])=[CH:33][CH:34]=1)[C:29]([OH:31])=[O:30].CC1C=CC(S(O)(=O)=O)=CC=1. Product: [Cl:1][C:2]1[CH:3]=[CH:4][C:5]([O:15][CH2:16][C:17]2[C:22]([F:23])=[CH:21][CH:20]=[CH:19][C:18]=2[F:24])=[C:6]([C:8]2[N:25]([C:26]3[CH:27]=[C:28]([C:32]([F:35])=[CH:33][CH:34]=3)[C:29]([OH:31])=[O:30])[C:11]([CH3:12])=[CH:10][CH:9]=2)[CH:7]=1. The catalyst class is: 291.